The task is: Predict the reaction yield, written as a fraction of the theoretical maximum amount of product (1.0 means a 100% yield; for example, 0.34 means a 34% yield).. This data is from Reaction yield outcomes from USPTO patents with 853,638 reactions. (1) The reactants are [CH2:1]([O:3][C:4]([C:6]1([C:9]2[CH:14]=[CH:13][C:12]([C:15]3[CH:20]=[CH:19][C:18]([C:21]4[S:22][C:23]([Cl:29])=[CH:24][C:25]=4C(=O)N)=[CH:17][C:16]=3[O:30][CH3:31])=[CH:11][CH:10]=2)[CH2:8][CH2:7]1)=[O:5])[CH3:2].[Cl:32][C:33]1[CH:38]=[CH:37][C:36]([C@H:39]([OH:41])[CH3:40])=[CH:35][CH:34]=1.[N:42]1[CH:47]=CC=CC=1.FC(F)(F)C(OI(C1C=CC=CC=1)OC(=O)C(F)(F)F)=[O:51]. The catalyst is C1(C)C=CC=CC=1. The product is [CH2:1]([O:3][C:4]([C:6]1([C:9]2[CH:14]=[CH:13][C:12]([C:15]3[CH:20]=[CH:19][C:18]([C:21]4[S:22][C:23]([Cl:29])=[CH:24][C:25]=4[NH:42][C:47]([O:41][C@@H:39]([C:36]4[CH:37]=[CH:38][C:33]([Cl:32])=[CH:34][CH:35]=4)[CH3:40])=[O:51])=[CH:17][C:16]=3[O:30][CH3:31])=[CH:11][CH:10]=2)[CH2:8][CH2:7]1)=[O:5])[CH3:2]. The yield is 0.770. (2) The reactants are [NH2:1][C:2]1[CH:11]=[C:10]([C:12]2[C:21]3[C:16](=[CH:17][C:18]([O:27][CH2:28][CH3:29])=[C:19]4[O:24][C:23]([CH3:26])([CH3:25])[CH2:22][C:20]4=3)[CH2:15][C:14]([CH3:31])([CH3:30])[N:13]=2)[CH:9]=[CH:8][C:3]=1[C:4]([O:6][CH3:7])=[O:5].CO[CH:34](OC)[N:35]([CH3:37])[CH3:36]. No catalyst specified. The product is [CH3:34][N:35](/[CH:37]=[N:1]/[C:2]1[CH:11]=[C:10]([C:12]2[C:21]3[C:16](=[CH:17][C:18]([O:27][CH2:28][CH3:29])=[C:19]4[O:24][C:23]([CH3:26])([CH3:25])[CH2:22][C:20]4=3)[CH2:15][C:14]([CH3:30])([CH3:31])[N:13]=2)[CH:9]=[CH:8][C:3]=1[C:4]([O:6][CH3:7])=[O:5])[CH3:36]. The yield is 0.740. (3) The reactants are Br[C:2]1[C:3]([OH:14])=[C:4]([CH:7]=[C:8]([C:10]([CH3:13])([CH3:12])[CH3:11])[CH:9]=1)[CH:5]=[O:6].C(=O)([O-])[O-].[K+].[K+].[F:21][C:22]([F:34])([F:33])[O:23][C:24]1[CH:29]=[CH:28][C:27](B(O)O)=[CH:26][CH:25]=1. The catalyst is COCCOC.O.C1C=CC([P]([Pd]([P](C2C=CC=CC=2)(C2C=CC=CC=2)C2C=CC=CC=2)([P](C2C=CC=CC=2)(C2C=CC=CC=2)C2C=CC=CC=2)[P](C2C=CC=CC=2)(C2C=CC=CC=2)C2C=CC=CC=2)(C2C=CC=CC=2)C2C=CC=CC=2)=CC=1. The product is [C:10]([C:8]1[CH:7]=[C:4]([CH:5]=[O:6])[C:3]([OH:14])=[C:2]([C:27]2[CH:26]=[CH:25][C:24]([O:23][C:22]([F:21])([F:33])[F:34])=[CH:29][CH:28]=2)[CH:9]=1)([CH3:13])([CH3:12])[CH3:11]. The yield is 0.850. (4) The reactants are [SH:1][CH2:2][CH:3]([CH2:5][OH:6])[OH:4].[CH3:7][CH2:8][CH2:9][C@H:10]([NH:17][C:18](/[C:20](/[C:29]#[N:30])=[CH:21]/[C:22]1[CH:27]=[CH:26][CH:25]=[C:24]([Br:28])[N:23]=1)=[O:19])[C:11]1[CH:16]=[CH:15][CH:14]=[CH:13][CH:12]=1.O.ClCCl. The catalyst is C(#N)C. The product is [Br:28][C:24]1[N:23]=[C:22]([CH:21]([S:1][CH2:2][CH:3]([OH:4])[CH2:5][OH:6])[CH:20]([C:29]#[N:30])[C:18]([NH:17][C@H:10]([C:11]2[CH:12]=[CH:13][CH:14]=[CH:15][CH:16]=2)[CH2:9][CH2:8][CH3:7])=[O:19])[CH:27]=[CH:26][CH:25]=1. The yield is 0.820. (5) The reactants are O[CH2:2][C@H:3]([NH:5][C:6](=[O:12])[O:7][C:8]([CH3:11])([CH3:10])[CH3:9])[CH3:4].[I:13][C:14]1[C:22]2[C:17](=[N:18][CH:19]=[N:20][C:21]=2[NH2:23])[NH:16][N:15]=1.C1C=CC(P(C2C=CC=CC=2)C2C=CC=CC=2)=CC=1.CC(OC(/N=N/C(OC(C)C)=O)=O)C. The catalyst is C1COCC1.C(OCC)(=O)C. The product is [NH2:23][C:21]1[N:20]=[CH:19][N:18]=[C:17]2[N:16]([CH2:2][C@H:3]([NH:5][C:6](=[O:12])[O:7][C:8]([CH3:11])([CH3:10])[CH3:9])[CH3:4])[N:15]=[C:14]([I:13])[C:22]=12. The yield is 0.660.